Predict the product of the given reaction. From a dataset of Forward reaction prediction with 1.9M reactions from USPTO patents (1976-2016). (1) Given the reactants C([O:3][C:4](=O)[C:5]1[CH:10]=[C:9]([O:11][CH2:12][C:13]2[N:14]=[C:15]([C:19]3[CH:24]=[CH:23][CH:22]=[CH:21][CH:20]=3)[O:16][C:17]=2[CH3:18])[CH:8]=[C:7]([O:25][CH2:26][CH3:27])[CH:6]=1)C.[H-].[Li+].[Al+3].[H-].[H-].[H-].O.O.O.O.O.O.O.O.O.O.[O-]S([O-])(=O)=O.[Na+].[Na+], predict the reaction product. The product is: [CH2:26]([O:25][C:7]1[CH:6]=[C:5]([CH:10]=[C:9]([O:11][CH2:12][C:13]2[N:14]=[C:15]([C:19]3[CH:20]=[CH:21][CH:22]=[CH:23][CH:24]=3)[O:16][C:17]=2[CH3:18])[CH:8]=1)[CH2:4][OH:3])[CH3:27]. (2) Given the reactants [Br:1][C:2]#[C:3][C:4]1[CH:13]=[CH:12][C:7]([C:8]([O:10]C)=[O:9])=[CH:6][CH:5]=1.[OH-].[Na+], predict the reaction product. The product is: [Br:1][C:2]#[C:3][C:4]1[CH:13]=[CH:12][C:7]([C:8]([OH:10])=[O:9])=[CH:6][CH:5]=1. (3) Given the reactants [Cl:1][C:2]1[CH:7]=[CH:6][C:5]([C@H:8]([NH2:12])[CH2:9][CH2:10][NH2:11])=[CH:4][CH:3]=1.[C:13](=S)=[S:14].N(CCO)(CCO)CCO.[S], predict the reaction product. The product is: [Cl:1][C:2]1[CH:3]=[CH:4][C:5]([C@H:8]2[CH2:9][CH2:10][NH:11][C:13](=[S:14])[NH:12]2)=[CH:6][CH:7]=1. (4) Given the reactants Cl[C:2]1[N:7]=[CH:6][N:5]=[C:4]([NH:8][C@@H:9]([C:14]([O:16][CH2:17][CH3:18])=[O:15])[CH2:10][CH2:11][CH2:12][CH3:13])[CH:3]=1.[CH2:19]([O:26][C:27]1[CH:32]=[CH:31][C:30](B(O)O)=[CH:29][CH:28]=1)[C:20]1[CH:25]=[CH:24][CH:23]=[CH:22][CH:21]=1.C(=O)([O-])[O-].[K+].[K+], predict the reaction product. The product is: [CH2:19]([O:26][C:27]1[CH:32]=[CH:31][C:30]([C:2]2[N:7]=[CH:6][N:5]=[C:4]([NH:8][C@@H:9]([C:14]([O:16][CH2:17][CH3:18])=[O:15])[CH2:10][CH2:11][CH2:12][CH3:13])[CH:3]=2)=[CH:29][CH:28]=1)[C:20]1[CH:25]=[CH:24][CH:23]=[CH:22][CH:21]=1. (5) Given the reactants F[C:2]1[CH:7]=[CH:6][CH:5]=[C:4]([F:8])[C:3]=1[NH:9][NH2:10].C[O-].[Na+].C(O[CH:17]=[CH:18][C:19]#[N:20])C.[CH2:21]([OH:23])[CH3:22], predict the reaction product. The product is: [CH2:21]([O:23][C:2]1[CH:7]=[CH:6][CH:5]=[C:4]([F:8])[C:3]=1[N:9]1[CH:17]=[CH:18][C:19]([NH2:20])=[N:10]1)[CH3:22]. (6) Given the reactants [CH3:1][O:2][C:3]1[CH:8]=[CH:7][CH:6]=[CH:5][C:4]=1[N:9]1[CH:14]2[CH2:15][CH2:16][CH:10]1[CH2:11][C:12]([C:21]1[CH:26]=[CH:25][CH:24]=[C:23]([O:27][CH3:28])[CH:22]=1)([C:17]([O:19]C)=[O:18])[CH2:13]2.[OH-].[K+].O.Cl, predict the reaction product. The product is: [CH3:1][O:2][C:3]1[CH:8]=[CH:7][CH:6]=[CH:5][C:4]=1[N:9]1[CH:10]2[CH2:16][CH2:15][CH:14]1[CH2:13][C:12]([C:21]1[CH:26]=[CH:25][CH:24]=[C:23]([O:27][CH3:28])[CH:22]=1)([C:17]([OH:19])=[O:18])[CH2:11]2. (7) The product is: [C:2]1([NH2:1])[C:3]([NH2:15])=[CH:4][CH:5]=[C:6]2[C:11]=1[CH:10]=[CH:9][CH:8]=[CH:7]2. Given the reactants [NH2:1][C:2]1[C:11]2[C:6](=[C:7](N)[CH:8]=[CH:9][CH:10]=2)[CH:5]=[CH:4][CH:3]=1.CC[N:15](CC)CC, predict the reaction product. (8) Given the reactants Cl.[Cl:2][C:3]1[CH:12]=[CH:11][C:10]2[CH2:9][NH:8][CH2:7][CH2:6][C:5]=2[N:4]=1.CCN(CC)CC.[CH3:20][O:21][C:22](Cl)=[O:23], predict the reaction product. The product is: [Cl:2][C:3]1[CH:12]=[CH:11][C:10]2[CH2:9][N:8]([C:22]([O:21][CH3:20])=[O:23])[CH2:7][CH2:6][C:5]=2[N:4]=1.